From a dataset of Full USPTO retrosynthesis dataset with 1.9M reactions from patents (1976-2016). Predict the reactants needed to synthesize the given product. (1) Given the product [Cl:17][C:18]1[C:27]2[C:22](=[CH:23][C:24]([F:28])=[CH:25][CH:26]=2)[CH:21]=[C:20]([O:29][CH3:2])[N:19]=1, predict the reactants needed to synthesize it. The reactants are: Cl[C:2]1C=CC=C2C=1C=C(OC(C)C)N=C2F.[Cl:17][C:18]1[C:27]2[C:22](=[CH:23][C:24]([F:28])=[CH:25][CH:26]=2)[CH:21]=[C:20]([OH:29])[N:19]=1.IC. (2) Given the product [CH3:1][C:2]1[N:3]=[C:4]([NH:7][C:8]([C:10]2[CH:15]=[C:14]([B:23]3[O:27][C:26]([CH3:29])([CH3:28])[C:25]([CH3:31])([CH3:30])[O:24]3)[CH:13]=[C:12]([CH3:17])[N:11]=2)=[O:9])[S:5][CH:6]=1, predict the reactants needed to synthesize it. The reactants are: [CH3:1][C:2]1[N:3]=[C:4]([NH:7][C:8]([C:10]2[CH:15]=[C:14](Br)[CH:13]=[C:12]([CH3:17])[N:11]=2)=[O:9])[S:5][CH:6]=1.C([O-])(=O)C.[K+].[B:23]1([B:23]2[O:27][C:26]([CH3:29])([CH3:28])[C:25]([CH3:31])([CH3:30])[O:24]2)[O:27][C:26]([CH3:29])([CH3:28])[C:25]([CH3:31])([CH3:30])[O:24]1. (3) Given the product [NH2:19][N:20]1[CH2:2][CH2:3][N:4]([CH2:14][C:15]([F:18])([F:17])[F:16])[C:5]1=[O:6], predict the reactants needed to synthesize it. The reactants are: Cl[CH2:2][CH2:3][N:4]([CH2:14][C:15]([F:18])([F:17])[F:16])[C:5](=O)[O:6]C1C=CC=CC=1.[NH2:19][NH2:20].O. (4) Given the product [CH2:1]([O:3][C:4]1[C:8]([CH2:9][CH2:10][CH2:11][O:12][C:24]2[CH:29]=[CH:28][C:27]([CH2:30][CH2:31][C:32]([OH:34])=[O:33])=[CH:26][C:25]=2[O:37][CH3:38])=[CH:7][N:6]([C:13]2[CH:18]=[CH:17][C:16]([C:19]([F:21])([F:20])[F:22])=[CH:15][N:14]=2)[N:5]=1)[CH3:2], predict the reactants needed to synthesize it. The reactants are: [CH2:1]([O:3][C:4]1[C:8]([CH2:9][CH2:10][CH2:11][OH:12])=[CH:7][N:6]([C:13]2[CH:18]=[CH:17][C:16]([C:19]([F:22])([F:21])[F:20])=[CH:15][N:14]=2)[N:5]=1)[CH3:2].O[C:24]1[CH:29]=[CH:28][C:27]([CH2:30][CH2:31][C:32]([O:34]CC)=[O:33])=[CH:26][C:25]=1[O:37][CH3:38].C(P(CCCC)CCCC)CCC.N(C(N1CCCCC1)=O)=NC(N1CCCCC1)=O. (5) Given the product [CH:1]([C@@H:4]1[CH2:8][C@@H:7]([C@@H:9]([NH2:31])[CH2:10][C@@H:11]([CH:28]([CH3:30])[CH3:29])[CH2:12][C:14]2[CH:19]=[CH:18][C:17]([O:20][CH3:21])=[C:16]([O:22][CH2:23][CH2:24][CH2:25][O:26][CH3:27])[CH:15]=2)[O:6][C:5]1=[O:34])([CH3:3])[CH3:2], predict the reactants needed to synthesize it. The reactants are: [CH:1]([C@@H:4]1[CH2:8][C@@H:7]([C@@H:9]([N:31]=[N+]=[N-])[CH2:10][C@@H:11]([CH:28]([CH3:30])[CH3:29])[C:12]([C:14]2[CH:19]=[CH:18][C:17]([O:20][CH3:21])=[C:16]([O:22][CH2:23][CH2:24][CH2:25][O:26][CH3:27])[CH:15]=2)=O)[O:6][C:5]1=[O:34])([CH3:3])[CH3:2].C(CN)O. (6) Given the product [ClH:1].[Cl:1][C:2]1[C:10]2[C:5](=[CH:6][CH:7]=[C:8]([CH2:12][NH2:13])[C:9]=2[F:11])[NH:4][CH:3]=1, predict the reactants needed to synthesize it. The reactants are: [Cl:1][C:2]1[C:10]2[C:5](=[CH:6][CH:7]=[C:8]([CH2:12][NH:13]C(=O)OC(C)(C)C)[C:9]=2[F:11])[NH:4][CH:3]=1.Cl. (7) The reactants are: [O:1]=[C:2]1[N:6]([C:7]2[CH:14]=[CH:13][C:10]([C:11]#[N:12])=[C:9]([C:15]([F:18])([F:17])[F:16])[CH:8]=2)[C@H:5]2[CH2:19][CH2:20][CH2:21][CH2:22][C@@H:4]2[NH:3]1.Br[C:24]1[CH:25]=[CH:26][C:27]([C:30]([NH:32][CH3:33])=[O:31])=[N:28][CH:29]=1. Given the product [C:11]([C:10]1[CH:13]=[CH:14][C:7]([N:6]2[C@H:5]3[CH2:19][CH2:20][CH2:21][CH2:22][C@@H:4]3[N:3]([C:24]3[CH:25]=[CH:26][C:27]([C:30]([NH:32][CH3:33])=[O:31])=[N:28][CH:29]=3)[C:2]2=[O:1])=[CH:8][C:9]=1[C:15]([F:18])([F:16])[F:17])#[N:12], predict the reactants needed to synthesize it. (8) The reactants are: [CH3:1][O:2][C:3]1[CH:4]=[CH:5][C:6]2[CH:12]=[C:11]([C:13]([OH:15])=O)[CH2:10][CH2:9][O:8][C:7]=2[CH:16]=1.C(Cl)(=O)C(Cl)=O.[NH2:23][C:24]1[CH:25]=[N:26][CH:27]=[CH:28][CH:29]=1. Given the product [N:26]1[CH:27]=[CH:28][CH:29]=[C:24]([NH:23][C:13]([C:11]2[CH2:10][CH2:9][O:8][C:7]3[CH:16]=[C:3]([O:2][CH3:1])[CH:4]=[CH:5][C:6]=3[CH:12]=2)=[O:15])[CH:25]=1, predict the reactants needed to synthesize it. (9) The reactants are: [CH2:1]([C@H:8]([NH:31][C:32](=[O:38])OC(C)(C)C)[C@@H:9]([OH:30])[CH:10]([NH:18][S:19]([C:22]1[CH:27]=[CH:26][C:25]([O:28][CH3:29])=[CH:24][CH:23]=1)(=[O:21])=[O:20])[O:11][CH:12]1[CH2:17][CH2:16][CH2:15][CH2:14][CH2:13]1)[C:2]1[CH:7]=[CH:6][CH:5]=[CH:4][CH:3]=1.Cl.[NH2:40][C:41](=[O:60])[CH2:42][C@H:43]([NH:47][C:48]([C:50]1[CH:59]=[CH:58][C:57]2[C:52](=[CH:53][CH:54]=[CH:55][CH:56]=2)[N:51]=1)=[O:49])C(O)=O.O.ON1C2C=CC=CC=2N=N1.Cl.CN(C)CCCN=C=NCC.C(N(C(C)C)CC)(C)C. Given the product [CH2:1]([C@H:8]([NH:31][C:32](=[O:38])[C@@H:43]([NH:47][C:48]([C:50]1[CH:59]=[CH:58][C:57]2[C:52](=[CH:53][CH:54]=[CH:55][CH:56]=2)[N:51]=1)=[O:49])[CH2:42][C:41]([NH2:40])=[O:60])[C@@H:9]([OH:30])[CH:10]([NH:18][S:19]([C:22]1[CH:27]=[CH:26][C:25]([O:28][CH3:29])=[CH:24][CH:23]=1)(=[O:21])=[O:20])[O:11][CH:12]1[CH2:13][CH2:14][CH2:15][CH2:16][CH2:17]1)[C:2]1[CH:3]=[CH:4][CH:5]=[CH:6][CH:7]=1, predict the reactants needed to synthesize it. (10) Given the product [CH3:41][O:40][CH2:39][CH2:38][O:37][C:35](=[O:36])[NH:2][C:3]1[CH:4]=[C:5]2[C:9](=[CH:10][CH:11]=1)[N:8]([C:12]1[CH:13]=[CH:14][C:15]([NH:18][C:19]([N:21]([C:23]3[CH:28]=[CH:27][C:26]([Cl:29])=[C:25]([C:30]([F:33])([F:32])[F:31])[CH:24]=3)[OH:22])=[O:20])=[CH:16][CH:17]=1)[CH:7]=[CH:6]2, predict the reactants needed to synthesize it. The reactants are: Cl.[NH2:2][C:3]1[CH:4]=[C:5]2[C:9](=[CH:10][CH:11]=1)[N:8]([C:12]1[CH:17]=[CH:16][C:15]([NH:18][C:19]([N:21]([C:23]3[CH:28]=[CH:27][C:26]([Cl:29])=[C:25]([C:30]([F:33])([F:32])[F:31])[CH:24]=3)[OH:22])=[O:20])=[CH:14][CH:13]=1)[CH:7]=[CH:6]2.Cl[C:35]([O:37][CH2:38][CH2:39][O:40][CH3:41])=[O:36].